From a dataset of Full USPTO retrosynthesis dataset with 1.9M reactions from patents (1976-2016). Predict the reactants needed to synthesize the given product. (1) Given the product [Cl:1][C:2]1[CH:3]=[C:4]([CH:8]=[CH:9][C:10]=1[N:11]1[CH:15]=[CH:14][CH:13]=[N:12]1)[C:5]([Cl:18])=[O:6], predict the reactants needed to synthesize it. The reactants are: [Cl:1][C:2]1[CH:3]=[C:4]([CH:8]=[CH:9][C:10]=1[N:11]1[CH:15]=[CH:14][CH:13]=[N:12]1)[C:5](O)=[O:6].S(Cl)([Cl:18])=O.CN1CCCC1=O. (2) Given the product [CH2:22]([O:24][C:25]([C:27]1[CH:28]=[N:29][N:30]([CH2:32][CH:4]2[CH2:3][C:2](=[O:1])[N:6]([C:7]3[CH:12]=[CH:11][CH:10]=[C:9]([C:13]([F:16])([F:15])[F:14])[CH:8]=3)[CH2:5]2)[CH:31]=1)=[O:26])[CH3:23], predict the reactants needed to synthesize it. The reactants are: [O:1]=[C:2]1[N:6]([C:7]2[CH:12]=[CH:11][CH:10]=[C:9]([C:13]([F:16])([F:15])[F:14])[CH:8]=2)[CH2:5][CH:4](OS(C)(=O)=O)[CH2:3]1.[CH2:22]([O:24][C:25]([C:27]1[CH:28]=[N:29][NH:30][CH:31]=1)=[O:26])[CH3:23].[C:32](=O)([O-])[O-].[K+].[K+].CC(C)=O. (3) Given the product [OH:1][C:2]1[CH:3]=[C:4]2[C:8](=[C:9]([N+:13]([O-:15])=[O:14])[C:10]=1[OH:11])[C:7](=[O:12])[O:6][CH2:5]2, predict the reactants needed to synthesize it. The reactants are: [OH:1][C:2]1[CH:3]=[C:4]2[C:8](=[CH:9][C:10]=1[OH:11])[C:7](=[O:12])[O:6][CH2:5]2.[N+:13]([O-])([OH:15])=[O:14]. (4) The reactants are: [Cl:1][C:2]1[CH:3]=[C:4]([C:9]2[CH:14]=[C:13]([C:15]([F:18])([F:17])[F:16])[N:12]3[N:19]=[CH:20][C:21]([C:22]([OH:24])=O)=[C:11]3[N:10]=2)[CH:5]=[CH:6][C:7]=1[Cl:8].[NH2:25][C:26]1[N:31]=[CH:30][C:29]([C:32]([NH:34]O)=[NH:33])=[CH:28][N:27]=1. Given the product [Cl:1][C:2]1[CH:3]=[C:4]([C:9]2[CH:14]=[C:13]([C:15]([F:17])([F:18])[F:16])[N:12]3[N:19]=[CH:20][C:21]([C:22]4[O:24][N:34]=[C:32]([C:29]5[CH:28]=[N:27][C:26]([NH2:25])=[N:31][CH:30]=5)[N:33]=4)=[C:11]3[N:10]=2)[CH:5]=[CH:6][C:7]=1[Cl:8], predict the reactants needed to synthesize it. (5) The reactants are: [CH3:1][N:2]1[C@@H:19]2[CH2:20][C:7]3[CH:8]=[CH:9][C:10]([O:22][CH3:23])=[C:11]4[O:12][C@H:13]5[C:14]([CH2:16][CH2:17][C@:18]2([OH:21])[C@:5]5([C:6]=34)[CH2:4][CH2:3]1)=[O:15].Cl.CCC(C1C(OC(NC)=O)=CC=CC=1)C.C([O-])(=O)CCCCCCCCCCCCCCCCC.[Mg+2].C([O-])(=O)CCCCCCCCCCCCCCCCC. Given the product [CH3:1][N:2]1[C@@H:19]2[CH2:20][C:7]3[CH:8]=[CH:9][C:10]([O:22][CH3:23])=[C:11]4[O:12][C@H:13]5[C:14]([CH2:16][CH2:17][C@:18]2([OH:21])[C@:5]5([C:6]=34)[CH2:4][CH2:3]1)=[O:15], predict the reactants needed to synthesize it. (6) Given the product [Cl:29][C:30]1[C:38]([F:39])=[C:37]([F:40])[CH:36]=[CH:35][C:31]=1[C:32]([N:12]1[CH2:13][CH2:14][N:9]([C:3]2[CH:4]=[CH:5][C:6]([F:8])=[CH:7][C:2]=2[Cl:1])[C:10](=[O:28])[CH2:11]1)=[O:34], predict the reactants needed to synthesize it. The reactants are: [Cl:1][C:2]1[CH:7]=[C:6]([F:8])[CH:5]=[CH:4][C:3]=1[N:9]1[CH2:14][CH2:13][N:12](C(C2C=CC=C(C(F)(F)F)C=2Cl)=O)[CH2:11][C:10]1=[O:28].[Cl:29][C:30]1[C:38]([F:39])=[C:37]([F:40])[CH:36]=[CH:35][C:31]=1[C:32]([OH:34])=O.